Dataset: Reaction yield outcomes from USPTO patents with 853,638 reactions. Task: Predict the reaction yield, written as a fraction of the theoretical maximum amount of product (1.0 means a 100% yield; for example, 0.34 means a 34% yield). (1) The reactants are Br[C:2]1[CH:10]=[C:9]([Cl:11])[CH:8]=[CH:7][C:3]=1[C:4]([OH:6])=[O:5].[Cl:12][C:13]1[CH:19]=[CH:18][CH:17]=[CH:16][C:14]=1[NH2:15].C(=O)([O-])[O-].[K+].[K+].C(OCCO)C. The catalyst is [Cu].[Cu-]=O.O. The product is [Cl:11][C:9]1[CH:8]=[CH:7][C:3]([C:4]([OH:6])=[O:5])=[C:2]([NH:15][C:14]2[CH:16]=[CH:17][CH:18]=[CH:19][C:13]=2[Cl:12])[CH:10]=1. The yield is 0.290. (2) The reactants are [Cl:1][C:2]1[CH:23]=[C:22]([C:24]([NH:26][CH2:27][C:28]2[CH:36]=[CH:35][CH:34]=[C:33]3[C:29]=2[CH:30]=[N:31][N:32]3C2CCCCO2)=[O:25])[CH:21]=[CH:20][C:3]=1[C:4]([NH:6][C@H:7]([C:17]([OH:19])=[O:18])[CH2:8][NH:9][C:10]([C:12]1[S:13][CH:14]=[CH:15][CH:16]=1)=[O:11])=[O:5].[CH3:43]O. The catalyst is Cl. The yield is 0.260. The product is [Cl:1][C:2]1[CH:23]=[C:22]([C:24]([NH:26][CH2:27][C:28]2[CH:36]=[CH:35][CH:34]=[C:33]3[C:29]=2[CH:30]=[N:31][NH:32]3)=[O:25])[CH:21]=[CH:20][C:3]=1[C:4]([NH:6][C@H:7]([C:17]([OH:19])=[O:18])[CH2:8][NH:9][C:10]([C:12]1[S:13][CH:14]=[CH:15][CH:16]=1)=[O:11])=[O:5].[Cl:1][C:2]1[CH:23]=[C:22]([C:24]([NH:26][CH2:27][C:28]2[CH:36]=[CH:35][CH:34]=[C:33]3[C:29]=2[CH:30]=[N:31][NH:32]3)=[O:25])[CH:21]=[CH:20][C:3]=1[C:4]([NH:6][C@H:7]([C:17]([O:19][CH3:43])=[O:18])[CH2:8][NH:9][C:10]([C:12]1[S:13][CH:14]=[CH:15][CH:16]=1)=[O:11])=[O:5].